From a dataset of NCI-60 drug combinations with 297,098 pairs across 59 cell lines. Regression. Given two drug SMILES strings and cell line genomic features, predict the synergy score measuring deviation from expected non-interaction effect. (1) Drug 1: CS(=O)(=O)C1=CC(=C(C=C1)C(=O)NC2=CC(=C(C=C2)Cl)C3=CC=CC=N3)Cl. Drug 2: C1CCN(CC1)CCOC2=CC=C(C=C2)C(=O)C3=C(SC4=C3C=CC(=C4)O)C5=CC=C(C=C5)O. Cell line: HT29. Synergy scores: CSS=7.98, Synergy_ZIP=4.33, Synergy_Bliss=11.2, Synergy_Loewe=5.43, Synergy_HSA=5.74. (2) Drug 1: CS(=O)(=O)OCCCCOS(=O)(=O)C. Drug 2: CC1C(C(CC(O1)OC2CC(CC3=C2C(=C4C(=C3O)C(=O)C5=C(C4=O)C(=CC=C5)OC)O)(C(=O)CO)O)N)O.Cl. Cell line: PC-3. Synergy scores: CSS=38.8, Synergy_ZIP=-2.55, Synergy_Bliss=-3.52, Synergy_Loewe=-24.8, Synergy_HSA=-1.64. (3) Drug 1: C1CCN(CC1)CCOC2=CC=C(C=C2)C(=O)C3=C(SC4=C3C=CC(=C4)O)C5=CC=C(C=C5)O. Drug 2: CNC(=O)C1=NC=CC(=C1)OC2=CC=C(C=C2)NC(=O)NC3=CC(=C(C=C3)Cl)C(F)(F)F. Cell line: A498. Synergy scores: CSS=10.2, Synergy_ZIP=-0.635, Synergy_Bliss=3.15, Synergy_Loewe=0.757, Synergy_HSA=1.38. (4) Drug 1: COC1=C(C=C2C(=C1)N=CN=C2NC3=CC(=C(C=C3)F)Cl)OCCCN4CCOCC4. Synergy scores: CSS=8.22, Synergy_ZIP=-3.02, Synergy_Bliss=-0.772, Synergy_Loewe=-4.80, Synergy_HSA=0.509. Cell line: SNB-19. Drug 2: C(=O)(N)NO. (5) Drug 1: C1=CN(C=N1)CC(O)(P(=O)(O)O)P(=O)(O)O. Drug 2: C1CCC(C(C1)N)N.C(=O)(C(=O)[O-])[O-].[Pt+4]. Cell line: SK-OV-3. Synergy scores: CSS=4.80, Synergy_ZIP=-3.88, Synergy_Bliss=-5.19, Synergy_Loewe=2.23, Synergy_HSA=-0.697. (6) Drug 1: CCC1(CC2CC(C3=C(CCN(C2)C1)C4=CC=CC=C4N3)(C5=C(C=C6C(=C5)C78CCN9C7C(C=CC9)(C(C(C8N6C)(C(=O)OC)O)OC(=O)C)CC)OC)C(=O)OC)O.OS(=O)(=O)O. Drug 2: C1C(C(OC1N2C=NC(=NC2=O)N)CO)O. Cell line: HCT-15. Synergy scores: CSS=5.51, Synergy_ZIP=0.585, Synergy_Bliss=1.30, Synergy_Loewe=1.21, Synergy_HSA=0.482.